This data is from B-cell epitopes from IEDB database with 3,159 antigens for binding position prediction. The task is: Token-level Classification. Given an antigen amino acid sequence, predict which amino acid positions are active epitope sites capable of antibody binding. Output is a list of indices for active positions. (1) Given the antigen sequence: MENATTINETLVEEVYNMTMSYFEHNVIIMKYFPFLASILTIAFTAWKMGKSTFKVTKTVAGSGFKIVRVVVITIFNCVMRLFGSKTEVVSDDRLDALASKILAQIDNQVKVIEQLTKRELEQVKLLADIYEMLKFKKDEIDMSFETNKKEYEKWVKDPYQPTRAVSLD, which amino acid positions are active epitope sites? The epitope positions are: [110, 111, 112, 113, 114, 115, 116, 117, 118, 119, 120, 121, 122, 123, 124, 125, 126, 127, 128, 129... (22 total positions)]. The amino acids at these positions are: KVIEQLTKRELEQVKLLADIYE. (2) The epitope positions are: [12, 13, 14, 15, 16, 17, 18, 19, 20, 21, 22, 23]. The amino acids at these positions are: SGASAQSGTSGT. Given the antigen sequence: KGASAQSGASAQSGASAQSGTSGTSGTSGPSGPSGTSPSSRSNTLPRSNTSSGASPPADASDSDAKSYADLKHRVRNYLFTIKELKYPELFDLTNHMLTLCDNIHG, which amino acid positions are active epitope sites? (3) Given the antigen sequence: MGVTGILQLPRDRFKRTSFFLWVIILFQRTFSIPLGVIHNSTLQVSDVDKLVCRDKLSSTNQLRSVGLNLEGNGVATDVPSATKRWGFRSGVPPKVVNYEAGEWAENCYNLEIKKPDGSECLPAAPDGIRGFPRCRYVHKVSGTGPCAGDFAFHKEGAFFLYDRLASTVIYRGTTFAEGVVAFLILPQAKKDFFSSHPLREPVNATEDPSSGYYSTTIRYQATGFGTNETEYLFEVDNLTYVQLESRFTPQFLLQLNETIYTSGKRSNTTGKLIWKVNPEIDTTIGEWAFWETKKNLTRKIRSEELSFTVVSNGAKNISGQSPARTSSDPGTNTTTEDHKIMASENSSAMVQVHSQGREAAVSHLTTLATISTSPQSLTTKPGPDNSTHNTPVYKLDISEATQVEQHHRRTDNDSTASDTPSATTAAGPPKAENTNTSKSTDFLDPATTTSPQNHSETAGNNNTHHQDTGEESASSGKLGLITNTIAGVAGLITGGRRTR..., which amino acid positions are active epitope sites? The epitope positions are: [416, 417, 418, 419, 420, 421, 422, 423, 424, 425, 426, 427, 428, 429, 430]. The amino acids at these positions are: ASDTPSATTAAGPPK. (4) Given the antigen sequence: STNDNIKDLLDWYSSGSDTFTNSEVLDNSLGSMRIKNTDGSISLIIFPSPYYSPAFTKGEKVDLNTKRTKKSQHTSEGTYIHFQISGVTNTEKLPTPIELPLKVKVHGKDSPLKYWPKFDKKQLAISTLDFEIRHQLTQIHGLYRSSDKTGGYWKITMNDGSTYQSDLSKKFEYNTEKPPINIDEIKTIEAEIN, which amino acid positions are active epitope sites? The epitope positions are: [52, 53, 54, 55, 56, 57, 58, 59, 60, 61, 62, 63, 64]. The amino acids at these positions are: SPAFTKGEKVDLN. (5) Given the antigen sequence: MFRRNILNILLILIFSFVVSCSNKIKYQFSRKYSPIYNPEGEAFGNDEEFYRAYSIYKERRDSATSDIGKNSKHVDTRKKLRRKVQVKNVDPLEEYDVFLEKEDHDLMIDRNGVNLVDVEGAKFIVPIENDMPDTMRDKKHVGVGVSGPNVDDSKLPIVKVEDKSKLQDTKDKKRDDSKLPVIKVEDKSKLQDTKDKKRDDSKLPVIKVEDKSKLQDTKDKKRDDSKLPVIKVEDKSKLQDTKDKKRDDSKLPVIKVEDKSKLQDTKDKKRDDSKLPVVKVEDKSKLQDTKDKKRDDSKLPVVKVEDKSKLQDTKDKKRDDSKLPVIKVEDKSKLQDTKDKKRDDSKLPVIKVEDKSKLQDTKDKKRDDSKLPVIKVEDKSKLQDTKDKKRDDSKLPVIKVEDKSKLQDTKDKKRDDSKLPVVKVEDKSKLQDTEDKKRDDSKLPIVEKVEDKSKLQDSSDYSNDNQSDKKEHGLLSLLKFPKIEDDKHEDSNDELEDDK..., which amino acid positions are active epitope sites? The epitope positions are: [175, 176, 177, 178, 179, 180, 181, 182, 183, 184, 185, 186, 187, 188, 189, 190, 191, 192, 193, 194... (24 total positions)]. The amino acids at these positions are: DDSKLPVIKVEDKSKLQDTKDKKR. (6) Given the antigen sequence: MKTLLLTLVVVTIVCLDLGYTIVCHTTATSPISAVTCPPGENLCYRKMWCDAFCSSRGKVVELGCAATCPSKKPYEEVTCCSTDKCNPHPKQRPG, which amino acid positions are active epitope sites? The epitope positions are: [54, 55, 56, 57, 58, 59, 60, 61]. The amino acids at these positions are: SSRGKVVE. (7) Given the antigen sequence: MAEPRQEFEVMEDHAGTYGLGDRKDQGGYTMHQDQEGDTDAGLKESPLQTPTEDGSEEPGSETSDAKSTPTAEDVTAPLVDEGAPGKQAAAQPHTEIPEGTTAEEAGIGDTPSLEDEAAGHVTQEPESGKVVQEGFLREPGPPGLSHQLMSGMPGAPLLPEGPREATRQPSGTGPEDTEGGRHAPELLKHQLLGDLHQEGPPLKGAGGKERPGSKEEVDEDRDVDESSPQDSPPSKASPAQDGRPPQTAAREATSIPGFPAEGAIPLPVDFLSKVSTEIPASEPDGPSVGRAKGQDAPLEFTFHVEITPNVQKEQAHSEEHLGRAAFPGAPGEGPEARGPSLGEDTKEADLPEPSEKQPAAAPRGKPVSRVPQLKARMVSKSKDGTGSDDKKAKTSTRSSAKTLKNRPCLSPKLPTPGSSDPLIQPSSPAVCPEPPSSPKHVSSVTSRTGSSGAKEMKLKGADGKTKIATPRGAAPPGQKGQANATRIPAKTPPAPKTPP..., which amino acid positions are active epitope sites? The epitope positions are: [11, 12, 13, 14, 15, 16, 17, 18, 19, 20, 21, 22, 23]. The amino acids at these positions are: EDHAGTYGLGDRK. (8) Given the antigen sequence: MTSVNSAEASTGAGGGGSNPTKSMWSEGATFTANSVTCTFSRQFLIPYDPEHHYKVFSPAASSCHNASGKEAKVCTISPIMGYSTPWRYLDFNALNLFFSPLEFEHLIENSGSIAPDALTVTISEIAVKDVTDKTGGGVQVTDSTTGRLCMLVDHEYKYPYVLGQGQDTLAPELPIWVYFPPQYAYLTVGEVNTQGVSGDSKKLASEESAFYVLEHSSFELLGTGGSATMSYKFPAVPPENLEGCSQHFYEMYNPLYGSRLGVPDTLGGDPKFRSLTHEDHAIQPQNFMPGPLINSVSTKEGDTSSTGAGKALTGLSTGTSQSTRISLRPGPVSQPYHHWDTDKYVTGINAISHGQTTYGNAEDKEYQQGVGRFPNEKEQLKQLQGLNMHTYFPNKGTQQYTDQIERPLMVGSVWNRRALHYESQLWSKIPNLDDSFKTQFAALGGWGLHQPPPQIFLKILPQSGPIGGIKSMGITTLVQYAVGIMTVTMTFKLGPRKAT..., which amino acid positions are active epitope sites? The epitope positions are: [356, 357, 358, 359, 360, 361]. The amino acids at these positions are: TTYGNA. (9) Given the antigen sequence: MKTFLILALLAIVATTATTAVRVPVPQLQPQNPSQQQPQEQVPLVQQQQFPGQQQQFPPQQPYPQPQPFPSQQPYLQLQPFPQPQPFPPQLPYPQPQSFPPQQPYPQQQPQYLQPQQPISQQQAQQQQQQQQQQQQQQQILQQILQQQLIPCRDVVLQQHNIAHASSQVLQQSTYQLLQQLCCQQLLQIPEQSQCQAIHNVAHAIIMHQQQQQQQEQKQQLQQQQQQQQQLQQQQQQQQQQPSSQVSFQQPQQQYPSSQVSFQPSQLNPQAQGSVQPQQLPQFAEIRNLALQTLPAMCNVYIPPHCSTTIAPFGISGTN, which amino acid positions are active epitope sites? The epitope positions are: [98, 99, 100, 101, 102, 103, 104, 105, 106, 107]. The amino acids at these positions are: FPPQQPYPQQ.